From a dataset of Reaction yield outcomes from USPTO patents with 853,638 reactions. Predict the reaction yield, written as a fraction of the theoretical maximum amount of product (1.0 means a 100% yield; for example, 0.34 means a 34% yield). (1) The reactants are [C:1]([O:5][C:6]([N:8]1[CH2:12][CH2:11][C@H:10]([N:13]([CH2:21][C:22]2[CH:27]=[C:26]([C:28]([F:31])([F:30])[F:29])[CH:25]=[C:24]([C:32]([F:35])([F:34])[F:33])[CH:23]=2)[C:14]2[N:19]=[CH:18][C:17](Br)=[CH:16][N:15]=2)[CH2:9]1)=[O:7])([CH3:4])([CH3:3])[CH3:2].[CH3:36][N:37]1[CH:41]=[CH:40][C:39](B2OC(C)(C)C(C)(C)O2)=[N:38]1.C(=O)([O-])O.[Na+].O. The catalyst is COCCOC.C1C=CC([P]([Pd]([P](C2C=CC=CC=2)(C2C=CC=CC=2)C2C=CC=CC=2)([P](C2C=CC=CC=2)(C2C=CC=CC=2)C2C=CC=CC=2)[P](C2C=CC=CC=2)(C2C=CC=CC=2)C2C=CC=CC=2)(C2C=CC=CC=2)C2C=CC=CC=2)=CC=1. The product is [C:1]([O:5][C:6]([N:8]1[CH2:12][CH2:11][C@H:10]([N:13]([CH2:21][C:22]2[CH:27]=[C:26]([C:28]([F:31])([F:30])[F:29])[CH:25]=[C:24]([C:32]([F:35])([F:34])[F:33])[CH:23]=2)[C:14]2[N:19]=[CH:18][C:17]([C:40]3[CH:39]=[N:38][N:37]([CH3:36])[CH:41]=3)=[CH:16][N:15]=2)[CH2:9]1)=[O:7])([CH3:4])([CH3:3])[CH3:2]. The yield is 0.610. (2) The reactants are [CH:1]([CH:4]1[C:13](=O)[C:12]2[C:11]([C:15](OC)=[O:16])=[CH:10][CH:9]=[CH:8][C:7]=2[NH:6][CH:5]1[C:19]1[CH:24]=[CH:23][CH:22]=[CH:21][CH:20]=1)([CH3:3])[CH3:2].O.[NH2:26][NH2:27]. No catalyst specified. The product is [CH:1]([CH:4]1[C:13]2=[N:26][NH:27][C:15](=[O:16])[C:11]3[CH:10]=[CH:9][CH:8]=[C:7]([C:12]=32)[NH:6][CH:5]1[C:19]1[CH:20]=[CH:21][CH:22]=[CH:23][CH:24]=1)([CH3:2])[CH3:3]. The yield is 0.150. (3) The reactants are [Br:1][C:2]1[CH:8]=[CH:7][C:5]([NH2:6])=[CH:4][C:3]=1[CH3:9].[C:10](O[C:10]([O:12][C:13]([CH3:16])([CH3:15])[CH3:14])=[O:11])([O:12][C:13]([CH3:16])([CH3:15])[CH3:14])=[O:11].C(N(CC)CC)C.O. The catalyst is CN(C)C=O. The product is [Br:1][C:2]1[CH:8]=[CH:7][C:5]([NH:6][C:10](=[O:11])[O:12][C:13]([CH3:16])([CH3:15])[CH3:14])=[CH:4][C:3]=1[CH3:9]. The yield is 0.500. (4) The reactants are [Cl:1][C:2]1[CH:3]=[C:4]([NH:9][C:10]2[C:19]3[C:14](=[CH:15][C:16]([O:21][CH3:22])=[C:17]([OH:20])[CH:18]=3)[N:13]=[CH:12][N:11]=2)[CH:5]=[CH:6][C:7]=1[F:8].C([O-])([O-])=O.[K+].[K+].Cl[CH2:30][CH2:31][CH2:32][N:33]1[CH2:38][CH2:37][C:36]2[N:39]([CH3:43])[N:40]=[C:41]([CH3:42])[C:35]=2[CH2:34]1. The yield is 0.250. The catalyst is CN(C=O)C. The product is [Cl:1][C:2]1[CH:3]=[C:4]([NH:9][C:10]2[C:19]3[C:14](=[CH:15][C:16]([O:21][CH3:22])=[C:17]([O:20][CH2:30][CH2:31][CH2:32][N:33]4[CH2:38][CH2:37][C:36]5[N:39]([CH3:43])[N:40]=[C:41]([CH3:42])[C:35]=5[CH2:34]4)[CH:18]=3)[N:13]=[CH:12][N:11]=2)[CH:5]=[CH:6][C:7]=1[F:8]. (5) The product is [CH:19]1[C:28]2[C:23](=[CH:24][CH:25]=[CH:26][CH:27]=2)[CH:22]=[CH:21][C:20]=1[CH2:29][CH2:30][NH:31][CH2:1][C:3]1[CH:18]=[CH:17][C:6]([O:7][C:8]2[CH:9]=[CH:10][C:11]([C:14]([NH2:16])=[O:15])=[N:12][CH:13]=2)=[CH:5][CH:4]=1. The yield is 0.503. No catalyst specified. The reactants are [CH:1]([C:3]1[CH:18]=[CH:17][C:6]([O:7][C:8]2[CH:9]=[CH:10][C:11]([C:14]([NH2:16])=[O:15])=[N:12][CH:13]=2)=[CH:5][CH:4]=1)=O.[CH:19]1[C:28]2[C:23](=[CH:24][CH:25]=[CH:26][CH:27]=2)[CH:22]=[CH:21][C:20]=1[CH2:29][CH2:30][NH2:31]. (6) The reactants are [Br:1][C:2]1[C:3]([CH3:9])=[C:4]([CH:6]=[CH:7][CH:8]=1)[NH2:5].[F:10][C:11]1[CH:12]=[C:13]2[C:17](=[CH:18][CH:19]=1)[C:16](=[O:20])[O:15][C:14]2=O. The catalyst is C(O)(=O)C. The product is [Br:1][C:2]1[C:3]([CH3:9])=[C:4]([N:5]2[C:14](=[O:15])[C:13]3[C:17](=[CH:18][CH:19]=[C:11]([F:10])[CH:12]=3)[C:16]2=[O:20])[CH:6]=[CH:7][CH:8]=1. The yield is 0.590. (7) The reactants are [F:1][C:2]1[CH:7]=[C:6](I)[CH:5]=[CH:4][C:3]=1[CH2:9][C:10]([O:12][CH3:13])=[O:11].C(=O)([O-])[O-].[K+].[K+].[OH:20][C:21]1[CH:26]=[CH:25][CH:24]=[CH:23][N:22]=1. The catalyst is CS(C)=O.[Cu]I. The product is [F:1][C:2]1[CH:7]=[C:6]([N:22]2[CH:23]=[CH:24][CH:25]=[CH:26][C:21]2=[O:20])[CH:5]=[CH:4][C:3]=1[CH2:9][C:10]([O:12][CH3:13])=[O:11]. The yield is 0.390. (8) The reactants are [OH-].[Na+].[C:3]([O:7][C@@H:8]([C:15]1[C:16]([CH3:47])=[N:17][C:18]([CH3:46])=[C:19]([C:30]2[CH:35]=[CH:34][C:33]([O:36][CH2:37][CH2:38][C:39]3[CH:44]=[CH:43][C:42]([F:45])=[CH:41][CH:40]=3)=[CH:32][CH:31]=2)[C:20]=1[N:21]1[CH2:26][CH2:25][C:24]([CH2:28][CH3:29])([CH3:27])[CH2:23][CH2:22]1)[C:9]([O:11]C(C)C)=[O:10])([CH3:6])([CH3:5])[CH3:4].Cl. The catalyst is C(O)C. The product is [C:3]([O:7][C@@H:8]([C:15]1[C:16]([CH3:47])=[N:17][C:18]([CH3:46])=[C:19]([C:30]2[CH:31]=[CH:32][C:33]([O:36][CH2:37][CH2:38][C:39]3[CH:44]=[CH:43][C:42]([F:45])=[CH:41][CH:40]=3)=[CH:34][CH:35]=2)[C:20]=1[N:21]1[CH2:26][CH2:25][C:24]([CH2:28][CH3:29])([CH3:27])[CH2:23][CH2:22]1)[C:9]([OH:11])=[O:10])([CH3:6])([CH3:4])[CH3:5]. The yield is 0.970.